This data is from Full USPTO retrosynthesis dataset with 1.9M reactions from patents (1976-2016). The task is: Predict the reactants needed to synthesize the given product. The reactants are: [CH2:1]([O:3][C:4](=[O:36])[C:5]([C:20](=[O:35])[C:21]1[CH:26]=[C:25]([F:27])[C:24]([F:28])=[C:23]([O:29][C:30]([F:33])([F:32])[F:31])[C:22]=1F)=[CH:6][NH:7][C:8]1[CH:13]=[CH:12][C:11]([CH2:14][N:15]2[CH2:19][CH2:18][CH2:17][CH2:16]2)=[CH:10][CH:9]=1)[CH3:2].C([O-])([O-])=O.[K+].[K+].C1OCCOCCOCCOCCOCCOC1. Given the product [F:27][C:25]1[CH:26]=[C:21]2[C:22](=[C:23]([O:29][C:30]([F:32])([F:33])[F:31])[C:24]=1[F:28])[N:7]([C:8]1[CH:9]=[CH:10][C:11]([CH2:14][N:15]3[CH2:16][CH2:17][CH2:18][CH2:19]3)=[CH:12][CH:13]=1)[CH:6]=[C:5]([C:4]([O:3][CH2:1][CH3:2])=[O:36])[C:20]2=[O:35], predict the reactants needed to synthesize it.